This data is from Full USPTO retrosynthesis dataset with 1.9M reactions from patents (1976-2016). The task is: Predict the reactants needed to synthesize the given product. (1) Given the product [F:38][C:22]([F:21])([F:37])[C:23]1[CH:24]=[C:25]([C:29]2[O:30][C:31]([CH3:36])=[C:32]([CH2:34][O:1][CH:2]3[CH2:7][CH2:6][CH2:5][CH:4]([O:8][CH2:9][C:10]4[CH:19]=[CH:18][CH:17]=[C:16]([CH3:20])[C:11]=4[C:12]([OH:14])=[O:13])[CH2:3]3)[N:33]=2)[CH:26]=[CH:27][CH:28]=1, predict the reactants needed to synthesize it. The reactants are: [OH:1][CH:2]1[CH2:7][CH2:6][CH2:5][CH:4]([O:8][CH2:9][C:10]2[CH:19]=[CH:18][CH:17]=[C:16]([CH3:20])[C:11]=2[C:12]([O:14]C)=[O:13])[CH2:3]1.[F:21][C:22]([F:38])([F:37])[C:23]1[CH:24]=[C:25]([C:29]2[O:30][C:31]([CH3:36])=[C:32]([CH2:34]I)[N:33]=2)[CH:26]=[CH:27][CH:28]=1. (2) Given the product [Cl:13][C:14]1[CH:19]=[C:18]([Cl:20])[CH:17]=[C:16]([CH3:21])[C:15]=1[S:22]([NH:1][C:2]1[S:3][C:4]([C:8]([O:10][CH2:11][CH3:12])=[O:9])=[C:5]([CH3:7])[N:6]=1)(=[O:24])=[O:23], predict the reactants needed to synthesize it. The reactants are: [NH2:1][C:2]1[S:3][C:4]([C:8]([O:10][CH2:11][CH3:12])=[O:9])=[C:5]([CH3:7])[N:6]=1.[Cl:13][C:14]1[CH:19]=[C:18]([Cl:20])[CH:17]=[C:16]([CH3:21])[C:15]=1[S:22](Cl)(=[O:24])=[O:23]. (3) Given the product [CH2:1]([O:3][C:4]([C:6]1[CH:7]=[N:8][C:9]2[C:14]([C:15]=1[O:16][CH2:17][CH2:18][CH2:19][CH2:20][CH2:21][O:22][C:23]1[C:28](=[O:29])[CH:27]=[C:26]([CH2:30][N:40]3[CH2:45][CH2:44][O:43][CH2:42][CH2:41]3)[O:25][CH:24]=1)=[CH:13][CH:12]=[C:11]([C:36]([F:39])([F:38])[F:37])[CH:10]=2)=[O:5])[CH3:2], predict the reactants needed to synthesize it. The reactants are: [CH2:1]([O:3][C:4]([C:6]1[CH:7]=[N:8][C:9]2[C:14]([C:15]=1[O:16][CH2:17][CH2:18][CH2:19][CH2:20][CH2:21][O:22][C:23]1[C:28](=[O:29])[CH:27]=[C:26]([CH2:30]OS(C)(=O)=O)[O:25][CH:24]=1)=[CH:13][CH:12]=[C:11]([C:36]([F:39])([F:38])[F:37])[CH:10]=2)=[O:5])[CH3:2].[NH:40]1[CH2:45][CH2:44][O:43][CH2:42][CH2:41]1. (4) The reactants are: [NH2:1][C:2]1[CH:3]=[C:4]([CH:21]=[CH:22][C:23]=1[O:24][CH:25]1[CH2:27][CH2:26]1)[C:5]([NH:7][C:8]1[CH:9]=[N:10][C:11]([C:14]2[CH:19]=[CH:18][CH:17]=[CH:16][C:15]=2[F:20])=[CH:12][CH:13]=1)=[O:6].Cl.[CH3:29][N:30]1[CH2:35][CH2:34][N:33]([C:36]2([C:39](O)=[O:40])[CH2:38][CH2:37]2)[CH2:32][CH2:31]1.C(N(C(C)C)C(C)C)C.C1CN([P+](ON2N=NC3C=CC=CC2=3)(N2CCCC2)N2CCCC2)CC1.F[P-](F)(F)(F)(F)F. Given the product [CH:25]1([O:24][C:23]2[CH:22]=[CH:21][C:4]([C:5]([NH:7][C:8]3[CH:9]=[N:10][C:11]([C:14]4[CH:19]=[CH:18][CH:17]=[CH:16][C:15]=4[F:20])=[CH:12][CH:13]=3)=[O:6])=[CH:3][C:2]=2[NH:1][C:39]([C:36]2([N:33]3[CH2:32][CH2:31][N:30]([CH3:29])[CH2:35][CH2:34]3)[CH2:38][CH2:37]2)=[O:40])[CH2:26][CH2:27]1, predict the reactants needed to synthesize it. (5) Given the product [CH3:25][S:22]([C:18]1[CH:17]=[C:16]([CH:11]2[CH2:10][C:9]([CH3:27])([CH3:26])[C:8]3[C:13](=[CH:14][CH:15]=[C:6]([C:4]([OH:5])=[O:3])[CH:7]=3)[NH:12]2)[CH:21]=[CH:20][CH:19]=1)(=[O:24])=[O:23], predict the reactants needed to synthesize it. The reactants are: C([O:3][C:4]([C:6]1[CH:7]=[C:8]2[C:13](=[CH:14][CH:15]=1)[NH:12][CH:11]([C:16]1[CH:21]=[CH:20][CH:19]=[C:18]([S:22]([CH3:25])(=[O:24])=[O:23])[CH:17]=1)[CH2:10][C:9]2([CH3:27])[CH3:26])=[O:5])C.[OH-].[Na+].O.Cl. (6) Given the product [F:1][C:2]1[CH:7]=[CH:6][C:5]([C:31]2[CH:32]=[C:33]([C:36]([F:39])([F:38])[F:37])[CH:34]=[CH:35][C:30]=2[O:29][C:25]2[CH:24]=[C:23]([CH:28]=[CH:27][CH:26]=2)[O:22][C:19]2[CH:20]=[CH:21][C:16]([CH2:15][CH2:14][C:13]([OH:42])=[O:12])=[C:17]([CH3:41])[CH:18]=2)=[CH:4][CH:3]=1, predict the reactants needed to synthesize it. The reactants are: [F:1][C:2]1[CH:7]=[CH:6][C:5](B(O)O)=[CH:4][CH:3]=1.C[O:12][C:13](=[O:42])[CH2:14][CH2:15][C:16]1[CH:21]=[CH:20][C:19]([O:22][C:23]2[CH:28]=[CH:27][CH:26]=[C:25]([O:29][C:30]3[CH:35]=[CH:34][C:33]([C:36]([F:39])([F:38])[F:37])=[CH:32][C:31]=3Br)[CH:24]=2)=[CH:18][C:17]=1[CH3:41]. (7) Given the product [CH2:12]([N:5]1[CH:4]=[C:3]2[C:7]([CH:8]=[CH:9][CH:10]=[C:2]2[Br:1])=[N:6]1)[C:13]1[CH:18]=[CH:17][CH:16]=[CH:15][CH:14]=1, predict the reactants needed to synthesize it. The reactants are: [Br:1][C:2]1[CH:10]=[CH:9][CH:8]=[C:7]2[C:3]=1[CH:4]=[N:5][NH:6]2.Br[CH2:12][C:13]1[CH:18]=[CH:17][CH:16]=[CH:15][CH:14]=1. (8) The reactants are: [CH:1]1([N:7]([C@H:18]2[CH2:23][CH2:22][C@H:21]([CH3:24])[CH2:20][CH2:19]2)[C:8]([NH:10][C:11]2[S:12][C:13]([CH:16]=O)=[CH:14][N:15]=2)=[O:9])[CH2:6][CH2:5][CH2:4][CH2:3][CH2:2]1.Cl.[CH3:26][N:27]([CH3:37])[S:28]([N:31]1[CH2:36][CH2:35][NH:34][CH2:33][CH2:32]1)(=[O:30])=[O:29]. Given the product [CH3:26][N:27]([CH3:37])[S:28]([N:31]1[CH2:36][CH2:35][N:34]([CH2:16][C:13]2[S:12][C:11]([NH:10][C:8]([N:7]([CH:1]3[CH2:6][CH2:5][CH2:4][CH2:3][CH2:2]3)[C@H:18]3[CH2:19][CH2:20][C@H:21]([CH3:24])[CH2:22][CH2:23]3)=[O:9])=[N:15][CH:14]=2)[CH2:33][CH2:32]1)(=[O:29])=[O:30], predict the reactants needed to synthesize it. (9) Given the product [CH3:4][O:5][C:6]1[CH:7]=[CH:8][CH:9]=[C:10]2[C:14]=1[NH:13][CH:12]=[C:11]2[C:15](=[O:17])[CH3:16], predict the reactants needed to synthesize it. The reactants are: C[Mg+].[Br-].[CH3:4][O:5][C:6]1[CH:7]=[CH:8][CH:9]=[C:10]2[C:14]=1[NH:13][CH:12]=[CH:11]2.[C:15](Cl)(=[O:17])[CH3:16].Cl.